From a dataset of Reaction yield outcomes from USPTO patents with 853,638 reactions. Predict the reaction yield, written as a fraction of the theoretical maximum amount of product (1.0 means a 100% yield; for example, 0.34 means a 34% yield). (1) The reactants are O=[C:2]([C:6]1[CH:11]=[CH:10][CH:9]=[CH:8][CH:7]=1)[CH2:3][C:4]#[N:5].S(O)(O)(=O)=O.[NH2:17][OH:18].[OH-].[Na+]. The catalyst is C(O)C. The product is [C:6]1([C:2]2[CH:3]=[C:4]([NH2:5])[O:18][N:17]=2)[CH:11]=[CH:10][CH:9]=[CH:8][CH:7]=1. The yield is 0.198. (2) The reactants are [CH3:1][O:2][C:3]1[CH:4]=[C:5]2[C:10](=[CH:11][C:12]=1[O:13][CH3:14])[C:9]([CH2:15][CH2:16][CH3:17])=[N:8][C:7]([OH:18])=[CH:6]2.O.C1(C)C=CC(S(O)(=O)=O)=CC=1.[I:31]N1C(=O)CCC1=O.C([O-])(O)=O.[Na+]. The yield is 0.780. The product is [I:31][C:6]1[C:5]2[C:10](=[CH:11][C:12]([O:13][CH3:14])=[C:3]([O:2][CH3:1])[CH:4]=2)[C:9]([CH2:15][CH2:16][CH3:17])=[N:8][C:7]=1[OH:18]. The catalyst is CC#N.O. (3) The reactants are [OH:1][C:2]([C:18]1[CH:23]=[CH:22][CH:21]=[CH:20][CH:19]=1)([C:12]1[CH:17]=[CH:16][CH:15]=[CH:14][CH:13]=1)[CH2:3][NH:4]C(=O)OCCCC.S(=O)(=O)(O)O.[C:29](=O)(O)[O-].[Na+]. The catalyst is CO. The product is [CH3:29][O:1][C:2]([C:18]1[CH:23]=[CH:22][CH:21]=[CH:20][CH:19]=1)([C:12]1[CH:17]=[CH:16][CH:15]=[CH:14][CH:13]=1)[CH2:3][NH2:4]. The yield is 0.460. (4) The reactants are [NH2:1][C:2]1[C:11]2[C:6](=[C:7](Br)[CH:8]=[CH:9][CH:10]=2)[N:5]=[N:4][C:3]=1[C:13]([NH:15][CH:16]1[CH2:18][CH2:17]1)=[O:14].[F:19][C:20]1[C:25]([O:26][CH3:27])=[CH:24][CH:23]=[CH:22][C:21]=1B(O)O. No catalyst specified. The product is [NH2:1][C:2]1[C:11]2[C:6](=[C:7]([C:21]3[CH:22]=[CH:23][CH:24]=[C:25]([O:26][CH3:27])[C:20]=3[F:19])[CH:8]=[CH:9][CH:10]=2)[N:5]=[N:4][C:3]=1[C:13]([NH:15][CH:16]1[CH2:18][CH2:17]1)=[O:14]. The yield is 0.780.